Task: Predict the reaction yield, written as a fraction of the theoretical maximum amount of product (1.0 means a 100% yield; for example, 0.34 means a 34% yield).. Dataset: Reaction yield outcomes from USPTO patents with 853,638 reactions (1) The reactants are [CH:1]1([C:4]2[CH:8]=[C:7]([NH2:9])[N:6]([CH3:10])[N:5]=2)[CH2:3][CH2:2]1.[F:11][C:12]1[CH:17]=[C:16]([O:18][C:19]2[CH:24]=[CH:23][N:22]=[C:21]([C:25]3[CH:26]=[N:27][N:28]([CH3:30])[CH:29]=3)[CH:20]=2)[CH:15]=[CH:14][C:13]=1[NH:31][C:32](=O)[O:33]C(C)=C.C1CCN2C(=NCCC2)CC1. The catalyst is O1CCOCC1. The product is [CH:1]1([C:4]2[CH:8]=[C:7]([NH:9][C:32]([NH:31][C:13]3[CH:14]=[CH:15][C:16]([O:18][C:19]4[CH:24]=[CH:23][N:22]=[C:21]([C:25]5[CH:26]=[N:27][N:28]([CH3:30])[CH:29]=5)[CH:20]=4)=[CH:17][C:12]=3[F:11])=[O:33])[N:6]([CH3:10])[N:5]=2)[CH2:3][CH2:2]1. The yield is 0.130. (2) The catalyst is CO. The product is [Cl:1][C:2]1[CH:3]=[C:4]([C:12]2[N:16]=[C:15]([C:17]3[CH:22]=[CH:21][C:20]([C:23]([NH:26][CH2:33][CH2:32][C:31]([O:35][CH3:36])=[O:34])([CH3:24])[CH3:25])=[CH:19][CH:18]=3)[O:14][N:13]=2)[CH:5]=[CH:6][C:7]=1[O:8][CH:9]([CH3:11])[CH3:10]. The reactants are [Cl:1][C:2]1[CH:3]=[C:4]([C:12]2[N:16]=[C:15]([C:17]3[CH:22]=[CH:21][C:20]([C:23]([NH2:26])([CH3:25])[CH3:24])=[CH:19][CH:18]=3)[O:14][N:13]=2)[CH:5]=[CH:6][C:7]=1[O:8][CH:9]([CH3:11])[CH3:10].C(O)(=O)C.[C:31]([O:35][CH3:36])(=[O:34])[CH:32]=[CH2:33]. The yield is 0.597. (3) The catalyst is CCO. The reactants are C([O:3][C:4]([C:6]1[C:7]([CH3:22])=[N:8][C:9]2[C:14]([C:15]=1[NH2:16])=[C:13]([O:17][CH2:18][CH:19]([CH3:21])[CH3:20])[CH:12]=[CH:11][CH:10]=2)=[O:5])C.[OH-].[Na+]. The product is [NH2:16][C:15]1[C:14]2[C:9](=[CH:10][CH:11]=[CH:12][C:13]=2[O:17][CH2:18][CH:19]([CH3:21])[CH3:20])[N:8]=[C:7]([CH3:22])[C:6]=1[C:4]([OH:5])=[O:3]. The yield is 0.260. (4) The reactants are C(OC([N:8]1[CH2:13][CH2:12][CH:11]([O:14][C:15]2[CH:20]=[CH:19][C:18]([C:21]3[CH:26]=[CH:25][C:24]([F:27])=[CH:23][CH:22]=3)=[CH:17][N:16]=2)[CH2:10][CH2:9]1)=O)(C)(C)C.Cl. The catalyst is CO.C(OCC)C. The product is [F:27][C:24]1[CH:23]=[CH:22][C:21]([C:18]2[CH:19]=[CH:20][C:15]([O:14][CH:11]3[CH2:12][CH2:13][NH:8][CH2:9][CH2:10]3)=[N:16][CH:17]=2)=[CH:26][CH:25]=1. The yield is 0.810. (5) The yield is 0.860. The catalyst is CO.O=[Pt]=O.O=[Pt]=O.[H][H]. The product is [Cl:1][C:2]1[CH:3]=[C:4]([N:12]2[CH2:18][CH2:17][C:16](=[O:19])[N:15]([CH2:20][CH2:21][CH2:22][C:23]([N:25]3[CH2:32][CH2:31][C:28]4([CH2:29][CH2:30]4)[C@H:27]([OH:33])[CH2:26]3)=[O:24])[CH2:14][C@H:13]2[CH3:34])[CH:5]=[CH:6][C:7]=1[C:8]([F:10])([F:9])[F:11]. The reactants are [Cl:1][C:2]1[CH:3]=[C:4]([N:12]2[CH:18]=[CH:17][C:16](=[O:19])[N:15]([CH2:20][CH2:21][CH2:22][C:23]([N:25]3[CH2:32][CH2:31][C:28]4([CH2:30][CH2:29]4)[C@H:27]([OH:33])[CH2:26]3)=[O:24])[CH2:14][C@H:13]2[CH3:34])[CH:5]=[CH:6][C:7]=1[C:8]([F:11])([F:10])[F:9].C(O)(=O)C. (6) The reactants are [F:1][C:2]1[CH:7]=[CH:6][CH:5]=[CH:4][C:3]=1[C:8]1[CH:9]=[CH:10][C:11]2[N:12]([CH:14]=[C:15]([C:17]3[CH:18]=[N:19][C:20]([CH3:26])=[C:21]([N+:23]([O-])=O)[CH:22]=3)[N:16]=2)[N:13]=1.CC(O)=O.N1C=CC=CC=1.[CH3:37][C:38]([CH3:43])([CH3:42])[C:39](Cl)=[O:40]. The catalyst is C(O)C.O.[Fe]. The product is [F:1][C:2]1[CH:7]=[CH:6][CH:5]=[CH:4][C:3]=1[C:8]1[CH:9]=[CH:10][C:11]2[N:12]([CH:14]=[C:15]([C:17]3[CH:22]=[C:21]([NH:23][C:39](=[O:40])[C:38]([CH3:43])([CH3:42])[CH3:37])[C:20]([CH3:26])=[N:19][CH:18]=3)[N:16]=2)[N:13]=1. The yield is 0.440.